Dataset: Cav3 T-type calcium channel HTS with 100,875 compounds. Task: Binary Classification. Given a drug SMILES string, predict its activity (active/inactive) in a high-throughput screening assay against a specified biological target. The compound is O1c2n(nc3c2ccc(C(=O)N2CCCCC2)c3)c2c(C1)cccc2. The result is 0 (inactive).